From a dataset of CYP3A4 inhibition data for predicting drug metabolism from PubChem BioAssay. Regression/Classification. Given a drug SMILES string, predict its absorption, distribution, metabolism, or excretion properties. Task type varies by dataset: regression for continuous measurements (e.g., permeability, clearance, half-life) or binary classification for categorical outcomes (e.g., BBB penetration, CYP inhibition). Dataset: cyp3a4_veith. (1) The compound is O=C1OCC(CO)(CO)N=C1NNc1ccc(Cl)c(Cl)c1. The result is 1 (inhibitor). (2) The compound is Cc1ccc(NC(=O)C2(NC(=O)c3cccc(N4C(=O)CSC4c4ccccc4)c3)CCCCC2)cc1. The result is 1 (inhibitor). (3) The molecule is CCCn1nnnc1-c1cc(Cl)cc(Cl)c1. The result is 0 (non-inhibitor). (4) The result is 0 (non-inhibitor). The drug is COc1ccc(NC(=O)COC(=O)Cn2c(C)nc3ccccc32)cc1OC. (5) The drug is Cc1ccc(-n2[nH]c(C)c(C=Nc3ccc4[nH]c(=O)[nH]c4c3)c2=O)cc1C. The result is 1 (inhibitor). (6) The drug is Cc1cc(C)n(CC(=O)N/N=C/c2ccco2)n1. The result is 0 (non-inhibitor). (7) The molecule is Cc1cc(OCC(F)(F)C(F)(F)C(F)(F)C(F)(F)C(F)(F)C(F)F)nc(N)n1. The result is 0 (non-inhibitor).